Dataset: Forward reaction prediction with 1.9M reactions from USPTO patents (1976-2016). Task: Predict the product of the given reaction. Given the reactants Cl[C:2]1[N:7]=[C:6]([CH2:8][CH2:9][C:10]2[CH:15]=[CH:14][CH:13]=[CH:12][C:11]=2[C:16]2([C:19]([NH2:21])=[O:20])[CH2:18][CH2:17]2)[C:5]([Cl:22])=[CH:4][N:3]=1.C([O-])([O-])=O.[Cs+].[Cs+].[CH:29]1[N:33]=[C:32]([NH2:34])[O:31][CH:30]=1.CC1(C)C2C(=C(P(C3C=CC=CC=3)C3C=CC=CC=3)C=CC=2)OC2C(P(C3C=CC=CC=3)C3C=CC=CC=3)=CC=CC1=2, predict the reaction product. The product is: [Cl:22][C:5]1[C:6]([CH2:8][CH2:9][C:10]2[CH:15]=[CH:14][CH:13]=[CH:12][C:11]=2[C:16]2([C:19]([NH2:21])=[O:20])[CH2:18][CH2:17]2)=[N:7][C:2]([NH:34][C:32]2[O:31][CH:30]=[CH:29][N:33]=2)=[N:3][CH:4]=1.